From a dataset of Catalyst prediction with 721,799 reactions and 888 catalyst types from USPTO. Predict which catalyst facilitates the given reaction. Reactant: N#N.[C:3]1([C:9]2[O:13][CH:12]=[N:11][C:10]=2[C:14]([OH:16])=O)[CH:8]=[CH:7][CH:6]=[CH:5][CH:4]=1.C1C=CC2N(O)N=NC=2C=1.C(Cl)CCl.[C:31]([Si:35]([CH3:52])([CH3:51])[O:36][CH:37]([C:39]1[O:40][C:41]([CH2:44][N:45]2[CH:49]=[CH:48][C:47]([NH2:50])=[N:46]2)=[CH:42][N:43]=1)[CH3:38])([CH3:34])([CH3:33])[CH3:32]. Product: [C:31]([Si:35]([CH3:52])([CH3:51])[O:36][CH:37]([C:39]1[O:40][C:41]([CH2:44][N:45]2[CH:49]=[CH:48][C:47]([NH:50][C:14]([C:10]3[N:11]=[CH:12][O:13][C:9]=3[C:3]3[CH:4]=[CH:5][CH:6]=[CH:7][CH:8]=3)=[O:16])=[N:46]2)=[CH:42][N:43]=1)[CH3:38])([CH3:34])([CH3:33])[CH3:32]. The catalyst class is: 34.